Dataset: Forward reaction prediction with 1.9M reactions from USPTO patents (1976-2016). Task: Predict the product of the given reaction. (1) Given the reactants [F:1][C:2]1[CH:7]=[CH:6][CH:5]=[C:4]([F:8])[C:3]=1[C:9]1[C:17]2[C:12](=[CH:13][C:14]([C:18]([O:20]C)=[O:19])=[CH:15][CH:16]=2)[N:11]([C:22]2[CH:27]=[CH:26][C:25]([CH3:28])=[CH:24][CH:23]=2)[N:10]=1.[OH-].[Na+], predict the reaction product. The product is: [F:8][C:4]1[CH:5]=[CH:6][CH:7]=[C:2]([F:1])[C:3]=1[C:9]1[C:17]2[C:12](=[CH:13][C:14]([C:18]([OH:20])=[O:19])=[CH:15][CH:16]=2)[N:11]([C:22]2[CH:23]=[CH:24][C:25]([CH3:28])=[CH:26][CH:27]=2)[N:10]=1. (2) The product is: [C:12]([O:11][C:9](=[O:10])[NH:21][CH2:20][C:19]1[CH:22]=[C:23]([F:26])[C:24]([Cl:25])=[C:17]([NH2:16])[C:18]=1[Cl:27])([CH3:13])([CH3:14])[CH3:15]. Given the reactants [CH3:13][C:12]([O:11][C:9](O[C:9]([O:11][C:12]([CH3:15])([CH3:14])[CH3:13])=[O:10])=[O:10])([CH3:15])[CH3:14].[NH2:16][C:17]1[C:18]([Cl:27])=[C:19]([CH:22]=[C:23]([F:26])[C:24]=1[Cl:25])[CH2:20][NH2:21], predict the reaction product.